This data is from Full USPTO retrosynthesis dataset with 1.9M reactions from patents (1976-2016). The task is: Predict the reactants needed to synthesize the given product. (1) Given the product [F:1][C:2]1[CH:3]=[C:4]([S:8]([C:11]2[CH:20]=[C:19]3[C:14]([CH:15]([CH2:21][CH2:22][OH:23])[CH2:16][CH2:17][O:18]3)=[CH:13][CH:12]=2)(=[O:10])=[O:9])[CH:5]=[CH:6][CH:7]=1, predict the reactants needed to synthesize it. The reactants are: [F:1][C:2]1[CH:3]=[C:4]([S:8]([C:11]2[CH:20]=[C:19]3[C:14]([CH:15]([CH2:21][C:22](O)=[O:23])[CH2:16][CH2:17][O:18]3)=[CH:13][CH:12]=2)(=[O:10])=[O:9])[CH:5]=[CH:6][CH:7]=1.S(C)C. (2) Given the product [Cl:1][C:2]1[CH:7]=[CH:6][C:5]([C:8]2[C:9]3[C:25]([CH3:26])=[C:24]([CH3:27])[S:23][C:10]=3[C:11]3[C:21]([CH3:22])=[N:20][O:19][C:12]=3[C@@H:13]([CH2:15][C:16]([OH:18])=[O:17])[N:14]=2)=[CH:4][CH:3]=1, predict the reactants needed to synthesize it. The reactants are: [Cl:1][C:2]1[CH:7]=[CH:6][C:5]([C:8]2[C:9]3[C:25]([CH3:26])=[C:24]([CH3:27])[S:23][C:10]=3[C:11]3[C:21]([CH3:22])=[N:20][O:19][C:12]=3[C@H:13]([CH2:15][C:16]([OH:18])=[O:17])[N:14]=2)=[CH:4][CH:3]=1.ClC1C=CC(C(C2C(C)=C(C)SC=2C2C(C)=NOC=2[C@H](N[S@@](C(C)(C)C)=O)CC(OC(C)(C)C)=O)=O)=CC=1. (3) Given the product [Cl:13][C:14]1[C:15]2[CH:22]=[CH:21][N:20]([C@H:23]3[C@@H:27]4[O:28][C:29]([CH3:31])([CH3:32])[O:30][C@@H:26]4[C@@H:25]([CH:33]=[O:34])[CH2:24]3)[C:16]=2[N:17]=[CH:18][N:19]=1, predict the reactants needed to synthesize it. The reactants are: CCN=C=NCCCN(C)C.Cl.[Cl:13][C:14]1[C:15]2[CH:22]=[CH:21][N:20]([C@H:23]3[C@@H:27]4[O:28][C:29]([CH3:32])([CH3:31])[O:30][C@@H:26]4[C@@H:25]([CH2:33][OH:34])[CH2:24]3)[C:16]=2[N:17]=[CH:18][N:19]=1.N1C=CC=CC=1.C(O)(C(F)(F)F)=O. (4) Given the product [F:13][C:14]1[CH:15]=[C:16]([CH:20]=[CH:21][C:22]=1[F:23])[C:17]([N:10]=[C:8]1[N:7]([CH:25]([CH3:31])[C:26]([OH:28])=[O:27])[C:6]2[CH:11]=[C:2]([F:1])[C:3]([F:12])=[CH:4][C:5]=2[S:9]1)=[O:18], predict the reactants needed to synthesize it. The reactants are: [F:1][C:2]1[C:3]([F:12])=[CH:4][C:5]2[S:9][C:8]([NH2:10])=[N:7][C:6]=2[CH:11]=1.[F:13][C:14]1[CH:15]=[C:16]([CH:20]=[CH:21][C:22]=1[F:23])[C:17](Cl)=[O:18].Br[CH:25]([CH3:31])[C:26]([O:28]CC)=[O:27].COC1C=CC2N=C(N)SC=2C=1.ClC1C=C(C=CC=1)C(Cl)=O.BrCC(OCC)=O. (5) Given the product [C:1]1([C:24]2[CH:29]=[CH:28][CH:27]=[CH:26][CH:25]=2)[CH:2]=[CH:3][C:4]([C:7]([N:9]2[CH2:15][C:14]3[CH:16]=[CH:17][CH:18]=[CH:19][C:13]=3[N:12]([CH3:32])[C:11]3[CH:20]=[CH:21][CH:22]=[CH:23][C:10]2=3)=[O:8])=[CH:5][CH:6]=1, predict the reactants needed to synthesize it. The reactants are: [C:1]1([C:24]2[CH:29]=[CH:28][CH:27]=[CH:26][CH:25]=2)[CH:6]=[CH:5][C:4]([C:7]([N:9]2[CH2:15][C:14]3[CH:16]=[CH:17][CH:18]=[CH:19][C:13]=3[NH:12][C:11]3[CH:20]=[CH:21][CH:22]=[CH:23][C:10]2=3)=[O:8])=[CH:3][CH:2]=1.[H-].[Na+].[CH3:32]N(C)C=O. (6) Given the product [NH2:21][C:13]1[C:14]([C:16]([O:18][CH2:19][CH3:20])=[O:17])=[N:15][C:10]([N:7]2[C:6]3[CH:31]=[C:2]([F:1])[CH:3]=[CH:4][C:5]=3[N:9]=[CH:8]2)=[N:11][C:12]=1[NH:24][CH:25]1[CH2:26][CH2:27][O:28][CH2:29][CH2:30]1, predict the reactants needed to synthesize it. The reactants are: [F:1][C:2]1[CH:3]=[CH:4][C:5]2[N:9]=[CH:8][N:7]([C:10]3[N:15]=[C:14]([C:16]([O:18][CH2:19][CH3:20])=[O:17])[C:13]([N+:21]([O-])=O)=[C:12]([NH:24][CH:25]4[CH2:30][CH2:29][O:28][CH2:27][CH2:26]4)[N:11]=3)[C:6]=2[CH:31]=1.[H][H]. (7) Given the product [CH3:20][O:12][C:11]([C:9]1[CH:8]=[CH:7][C:6]2[N:2]([CH3:1])[C:3]([CH3:14])=[N:4][C:5]=2[CH:10]=1)=[O:13], predict the reactants needed to synthesize it. The reactants are: [CH3:1][N:2]1[C:6]2[CH:7]=[CH:8][C:9]([C:11]([OH:13])=[O:12])=[CH:10][C:5]=2[N:4]=[C:3]1[CH3:14].OS(O)(=O)=O.[CH3:20]O.